This data is from Forward reaction prediction with 1.9M reactions from USPTO patents (1976-2016). The task is: Predict the product of the given reaction. (1) Given the reactants BrC1C=C([N:8]2[C:20]3[CH:19]=[C:18]4[C:21]([CH3:29])([CH3:28])[C:22]5[C:27]([C:17]4=[CH:16][C:15]=3[C:14]3[C:9]2=[CH:10][CH:11]=[CH:12][CH:13]=3)=[CH:26][CH:25]=[CH:24][CH:23]=5)C=C(Br)N=1.[N:31]1[CH:36]=[CH:35][CH:34]=[C:33](B(O)O)[CH:32]=1.C([O-])([O-])=O.[Na+].[Na+], predict the reaction product. The product is: [CH3:28][C:21]1([CH3:29])[C:18]2=[CH:19][C:20]3[N:8]([C:34]4[CH:35]=[C:36]([C:33]5[CH:32]=[N:31][CH:36]=[CH:35][CH:34]=5)[N:31]=[C:32]([C:33]5[CH:32]=[N:31][CH:36]=[CH:35][CH:34]=5)[CH:33]=4)[C:9]4[C:14]([C:15]=3[CH:16]=[C:17]2[C:27]2[C:22]1=[CH:23][CH:24]=[CH:25][CH:26]=2)=[CH:13][CH:12]=[CH:11][CH:10]=4. (2) Given the reactants [CH:1]1([C:6]2[CH:11]=[C:10]([C:12]3[O:16][C:15]([C:17]4[CH:22]=[C:21]([CH3:23])[C:20]([OH:24])=[C:19]([CH2:25][CH3:26])[CH:18]=4)=[N:14][N:13]=3)[CH:9]=[C:8]([O:27][CH3:28])[N:7]=2)[CH2:5][CH2:4][CH2:3][CH2:2]1.Cl[CH2:30][C@@H:31]([OH:34])[CH2:32][OH:33], predict the reaction product. The product is: [CH:1]1([C:6]2[CH:11]=[C:10]([C:12]3[O:16][C:15]([C:17]4[CH:22]=[C:21]([CH3:23])[C:20]([O:24][CH2:30][C@@H:31]([OH:34])[CH2:32][OH:33])=[C:19]([CH2:25][CH3:26])[CH:18]=4)=[N:14][N:13]=3)[CH:9]=[C:8]([O:27][CH3:28])[N:7]=2)[CH2:2][CH2:3][CH2:4][CH2:5]1. (3) Given the reactants [Cl:1][C:2]1[CH:3]=[C:4]([CH:32]=[CH:33][C:34]=1[F:35])[CH2:5][N:6]1[CH2:15][CH2:14][C:13]2[C:8](=[C:9]([O:29]C)[C:10](=[O:28])[N:11]([C:21]3[CH:26]=[CH:25][C:24]([CH3:27])=[CH:23][CH:22]=3)[C:12]=2[C:16]([N:18]([CH3:20])[CH3:19])=[O:17])[C:7]1=[O:31].B(Br)(Br)Br, predict the reaction product. The product is: [Cl:1][C:2]1[CH:3]=[C:4]([CH:32]=[CH:33][C:34]=1[F:35])[CH2:5][N:6]1[CH2:15][CH2:14][C:13]2[C:8](=[C:9]([OH:29])[C:10](=[O:28])[N:11]([C:21]3[CH:26]=[CH:25][C:24]([CH3:27])=[CH:23][CH:22]=3)[C:12]=2[C:16]([N:18]([CH3:20])[CH3:19])=[O:17])[C:7]1=[O:31]. (4) Given the reactants Cl[CH2:2][C:3]([NH:5][C:6]1[CH:19]=[CH:18][C:9]2[O:10][C:11]3[CH2:17][CH2:16][CH2:15][CH2:14][CH2:13][C:12]=3[C:8]=2[CH:7]=1)=[O:4].[CH3:20][N:21]1[CH2:26][CH2:25][NH:24][CH2:23][CH2:22]1.C(=O)([O-])[O-].[Cs+].[Cs+].FC(F)(F)C(O)=O, predict the reaction product. The product is: [CH3:20][N:21]1[CH2:26][CH2:25][N:24]([CH2:2][C:3]([NH:5][C:6]2[CH:19]=[CH:18][C:9]3[O:10][C:11]4[CH2:17][CH2:16][CH2:15][CH2:14][CH2:13][C:12]=4[C:8]=3[CH:7]=2)=[O:4])[CH2:23][CH2:22]1. (5) Given the reactants [F:1][C:2]([F:17])([F:16])[C:3]1[CH:4]=[C:5]([CH:9]=[C:10]([C:12]([F:15])([F:14])[F:13])[CH:11]=1)[C:6]([NH2:8])=[S:7].Cl[CH2:19][C:20]([CH2:22]Cl)=O.[Cl-].[C-:25]#[N:26].[K+].C([O-])([O-])=O.[K+].[K+].[N-:34]=[N+:35]=[N-:36].[Na+].[Cl-].[NH4+], predict the reaction product. The product is: [F:17][C:2]([F:1])([F:16])[C:3]1[CH:4]=[C:5]([C:6]2[S:7][CH:19]=[C:20]([CH2:22][C:25]3[N:34]=[N:35][NH:36][N:26]=3)[N:8]=2)[CH:9]=[C:10]([C:12]([F:15])([F:13])[F:14])[CH:11]=1.